Dataset: Forward reaction prediction with 1.9M reactions from USPTO patents (1976-2016). Task: Predict the product of the given reaction. (1) Given the reactants [S:1](Cl)(Cl)=[O:2].F[C:6]1[CH:14]=[CH:13][C:9]([C:10]([OH:12])=[O:11])=[CH:8][C:7]=1[CH3:15].C[S-].[Na+].[OH-:19].[Li+].[CH3:21]O, predict the reaction product. The product is: [CH3:15][C:7]1[CH:8]=[C:9]([CH:13]=[CH:14][C:6]=1[S:1]([CH3:21])(=[O:2])=[O:19])[C:10]([OH:12])=[O:11]. (2) Given the reactants [Cl:1][C:2]1[CH:7]=[CH:6][C:5]([C:8]2[N:9]=[C:10]([C:13]3[CH:18]=[CH:17][CH:16]=[CH:15][CH:14]=3)[O:11][CH:12]=2)=[CH:4][CH:3]=1.P(Cl)(Cl)(Cl)=O.CN(C)[CH:26]=[O:27], predict the reaction product. The product is: [Cl:1][C:2]1[CH:3]=[CH:4][C:5]([C:8]2[N:9]=[C:10]([C:13]3[CH:18]=[CH:17][CH:16]=[CH:15][CH:14]=3)[O:11][C:12]=2[CH:26]=[O:27])=[CH:6][CH:7]=1.